This data is from Catalyst prediction with 721,799 reactions and 888 catalyst types from USPTO. The task is: Predict which catalyst facilitates the given reaction. Reactant: Cl.[CH3:2][N:3]1[C:11]2[C:6](=[N:7][C:8]([C@@H:18]([NH2:20])[CH3:19])=[C:9]([C:12]3[N:16]([CH3:17])[N:15]=[CH:14][CH:13]=3)[CH:10]=2)[CH:5]=[CH:4]1.Cl[C:22]1[N:27]=[C:26]([NH2:28])[N:25]=[C:24]2[NH:29][N:30]=[CH:31][C:23]=12.C(N(C(C)C)C(C)C)C. Product: [CH3:2][N:3]1[C:11]2[C:6](=[N:7][C:8]([C@@H:18]([NH:20][C:22]3[N:27]=[C:26]([NH2:28])[N:25]=[C:24]4[NH:29][N:30]=[CH:31][C:23]=34)[CH3:19])=[C:9]([C:12]3[N:16]([CH3:17])[N:15]=[CH:14][CH:13]=3)[CH:10]=2)[CH:5]=[CH:4]1. The catalyst class is: 10.